From a dataset of NCI-60 drug combinations with 297,098 pairs across 59 cell lines. Regression. Given two drug SMILES strings and cell line genomic features, predict the synergy score measuring deviation from expected non-interaction effect. (1) Drug 1: C1=NC2=C(N=C(N=C2N1C3C(C(C(O3)CO)O)O)F)N. Drug 2: CC1=C(C(CCC1)(C)C)C=CC(=CC=CC(=CC(=O)O)C)C. Cell line: PC-3. Synergy scores: CSS=7.44, Synergy_ZIP=-2.60, Synergy_Bliss=-3.41, Synergy_Loewe=-10.6, Synergy_HSA=-4.92. (2) Cell line: OVCAR-5. Drug 1: CC1=C(C=C(C=C1)NC2=NC=CC(=N2)N(C)C3=CC4=NN(C(=C4C=C3)C)C)S(=O)(=O)N.Cl. Synergy scores: CSS=10.5, Synergy_ZIP=-4.09, Synergy_Bliss=-5.30, Synergy_Loewe=-8.17, Synergy_HSA=-7.11. Drug 2: CC12CCC3C(C1CCC2OP(=O)(O)O)CCC4=C3C=CC(=C4)OC(=O)N(CCCl)CCCl.[Na+]. (3) Drug 1: C1=NC2=C(N1)C(=S)N=CN2. Drug 2: C1CN(P(=O)(OC1)NCCCl)CCCl. Cell line: HT29. Synergy scores: CSS=17.3, Synergy_ZIP=-1.03, Synergy_Bliss=9.98, Synergy_Loewe=-18.4, Synergy_HSA=4.21. (4) Drug 1: C1=C(C(=O)NC(=O)N1)N(CCCl)CCCl. Drug 2: CC1CCC2CC(C(=CC=CC=CC(CC(C(=O)C(C(C(=CC(C(=O)CC(OC(=O)C3CCCCN3C(=O)C(=O)C1(O2)O)C(C)CC4CCC(C(C4)OC)O)C)C)O)OC)C)C)C)OC. Cell line: SF-295. Synergy scores: CSS=26.3, Synergy_ZIP=-19.1, Synergy_Bliss=-16.8, Synergy_Loewe=-13.9, Synergy_HSA=-11.9. (5) Drug 1: C1=CC(=CC=C1CC(C(=O)O)N)N(CCCl)CCCl.Cl. Drug 2: CC(C1=C(C=CC(=C1Cl)F)Cl)OC2=C(N=CC(=C2)C3=CN(N=C3)C4CCNCC4)N. Cell line: UACC-257. Synergy scores: CSS=-3.51, Synergy_ZIP=0.489, Synergy_Bliss=-0.795, Synergy_Loewe=-5.07, Synergy_HSA=-4.60.